This data is from Forward reaction prediction with 1.9M reactions from USPTO patents (1976-2016). The task is: Predict the product of the given reaction. (1) Given the reactants [CH3:1][Si:2]([CH3:32])([CH3:31])[C:3]1[CH:4]=[C:5]([CH:24]=[C:25]([Si:27]([CH3:30])([CH3:29])[CH3:28])[CH:26]=1)[C:6]([NH:8][C:9]1[CH:14]=[CH:13][C:12](/[CH:15]=[C:16](\[CH3:22])/[C:17]([O:19]CC)=[O:18])=[C:11]([F:23])[CH:10]=1)=[O:7].[OH-].[Na+].Cl, predict the reaction product. The product is: [CH3:30][Si:27]([CH3:28])([CH3:29])[C:25]1[CH:24]=[C:5]([CH:4]=[C:3]([Si:2]([CH3:1])([CH3:32])[CH3:31])[CH:26]=1)[C:6]([NH:8][C:9]1[CH:14]=[CH:13][C:12](/[CH:15]=[C:16](\[CH3:22])/[C:17]([OH:19])=[O:18])=[C:11]([F:23])[CH:10]=1)=[O:7]. (2) Given the reactants [O:1]=[C:2]1[CH:18](C(OC)=O)[C:17](=[O:23])[C:5]2([CH2:9][N:8]([C:10]([O:12][C:13]([CH3:16])([CH3:15])[CH3:14])=[O:11])[CH2:7][CH2:6]2)[CH2:4][NH:3]1, predict the reaction product. The product is: [O:1]=[C:2]1[CH2:18][C:17](=[O:23])[C:5]2([CH2:9][N:8]([C:10]([O:12][C:13]([CH3:15])([CH3:16])[CH3:14])=[O:11])[CH2:7][CH2:6]2)[CH2:4][NH:3]1.